Dataset: Forward reaction prediction with 1.9M reactions from USPTO patents (1976-2016). Task: Predict the product of the given reaction. (1) Given the reactants [N:1]1([C:8]2[CH:13]=[CH:12][C:11]([NH:14][C:15]3[C:16]4[CH2:24][CH2:23][NH:22][CH2:21][C:17]=4[N:18]=[CH:19][N:20]=3)=[CH:10][CH:9]=2)[CH2:7][CH2:6][CH2:5][CH2:4][CH2:3][CH2:2]1.Cl[C:26]1[N:31]=[CH:30][CH:29]=[CH:28][N:27]=1.C([O-])([O-])=O.[K+].[K+], predict the reaction product. The product is: [N:1]1([C:8]2[CH:9]=[CH:10][C:11]([NH:14][C:15]3[C:16]4[CH2:24][CH2:23][N:22]([C:26]5[N:31]=[CH:30][CH:29]=[CH:28][N:27]=5)[CH2:21][C:17]=4[N:18]=[CH:19][N:20]=3)=[CH:12][CH:13]=2)[CH2:2][CH2:3][CH2:4][CH2:5][CH2:6][CH2:7]1. (2) Given the reactants C([O:3][C:4](=[O:40])[CH2:5][CH2:6][C:7]1[CH:12]=[CH:11][C:10]([O:13][C:14]2[CH:19]=[C:18]([O:20][C:21]3[CH:26]=[CH:25][C:24]([C:27]([F:30])([F:29])[F:28])=[CH:23][C:22]=3[O:31][C:32]3[CH:37]=[CH:36][CH:35]=[CH:34][CH:33]=3)[CH:17]=[C:16]([CH3:38])[CH:15]=2)=[CH:9][C:8]=1[CH3:39])C.[OH-].[Na+].Cl, predict the reaction product. The product is: [CH3:39][C:8]1[CH:9]=[C:10]([O:13][C:14]2[CH:19]=[C:18]([O:20][C:21]3[CH:26]=[CH:25][C:24]([C:27]([F:30])([F:29])[F:28])=[CH:23][C:22]=3[O:31][C:32]3[CH:37]=[CH:36][CH:35]=[CH:34][CH:33]=3)[CH:17]=[C:16]([CH3:38])[CH:15]=2)[CH:11]=[CH:12][C:7]=1[CH2:6][CH2:5][C:4]([OH:40])=[O:3]. (3) Given the reactants [C:1]([OH:5])(=[O:4])[CH:2]=[CH2:3].[Fe:6].COC1C=CC(O)=CC=1.O=O, predict the reaction product. The product is: [C:1]([O-:5])(=[O:4])[CH:2]=[CH2:3].[Fe+3:6].[C:1]([O-:5])(=[O:4])[CH:2]=[CH2:3].[C:1]([O-:5])(=[O:4])[CH:2]=[CH2:3]. (4) The product is: [CH2:1]([N:5]1[C:13]2[N:12]=[C:11]([Cl:14])[N:10]([CH2:15][CH:16]=[CH2:17])[C:9]=2[C:8](=[O:18])[N:7]([CH2:31][CH2:30][CH2:27][C:28]#[N:29])[C:6]1=[O:19])[CH2:2][CH2:3][CH3:4]. Given the reactants [CH2:1]([N:5]1[C:13]2[N:12]=[C:11]([Cl:14])[N:10]([CH2:15][CH:16]=[CH2:17])[C:9]=2[C:8](=[O:18])[NH:7][C:6]1=[O:19])[CH2:2][CH2:3][CH3:4].C([O-])([O-])=O.[Cs+].[Cs+].Br[CH:27]([CH2:30][CH3:31])[C:28]#[N:29], predict the reaction product. (5) Given the reactants [Cl:1][C:2]1[N:7]=[C:6]2[O:8][N:9]=[C:10]([OH:11])[C:5]2=[CH:4][CH:3]=1.[CH3:12][CH:13]1[CH2:18][CH2:17][N:16]([C:19](Cl)=[O:20])[CH2:15][CH2:14]1, predict the reaction product. The product is: [CH3:12][CH:13]1[CH2:18][CH2:17][N:16]([C:19]([O:11][C:10]2[C:5]3[C:6](=[N:7][C:2]([Cl:1])=[CH:3][CH:4]=3)[O:8][N:9]=2)=[O:20])[CH2:15][CH2:14]1.